From a dataset of Full USPTO retrosynthesis dataset with 1.9M reactions from patents (1976-2016). Predict the reactants needed to synthesize the given product. Given the product [Cl:1][C:2]1[N:3]=[C:4]([N:12]2[CH2:16][CH2:15][CH2:14][C@H:13]2[CH2:17][OH:18])[C:5]([O:9][CH3:10])=[C:6]([Cl:8])[N:7]=1, predict the reactants needed to synthesize it. The reactants are: [Cl:1][C:2]1[N:7]=[C:6]([Cl:8])[C:5]([O:9][CH3:10])=[C:4](Cl)[N:3]=1.[NH:12]1[CH2:16][CH2:15][CH2:14][C@H:13]1[CH2:17][OH:18].C(N(CC)CC)C.